This data is from Peptide-MHC class II binding affinity with 134,281 pairs from IEDB. The task is: Regression. Given a peptide amino acid sequence and an MHC pseudo amino acid sequence, predict their binding affinity value. This is MHC class II binding data. (1) The peptide sequence is AHKVAATAANAAPAN. The MHC is DRB1_0401 with pseudo-sequence DRB1_0401. The binding affinity (normalized) is 0.217. (2) The peptide sequence is SGRKAQGKTLGVNMV. The MHC is H-2-IEd with pseudo-sequence H-2-IEd. The binding affinity (normalized) is 0. (3) The peptide sequence is ILNASYITPYVPMPC. The MHC is DRB1_0101 with pseudo-sequence DRB1_0101. The binding affinity (normalized) is 0.798. (4) The peptide sequence is LASVAMCRTPFSLAE. The MHC is HLA-DQA10501-DQB10302 with pseudo-sequence HLA-DQA10501-DQB10302. The binding affinity (normalized) is 0.500. (5) The peptide sequence is RQIRMAKLLGRDPEQS. The MHC is DRB1_0101 with pseudo-sequence DRB1_0101. The binding affinity (normalized) is 0.501. (6) The peptide sequence is FLLYVVVVDLPTHIA. The MHC is HLA-DQA10101-DQB10501 with pseudo-sequence HLA-DQA10101-DQB10501. The binding affinity (normalized) is 0.150.